Dataset: Forward reaction prediction with 1.9M reactions from USPTO patents (1976-2016). Task: Predict the product of the given reaction. (1) Given the reactants [CH3:1][O:2][C:3]1[CH:8]=[CH:7][CH:6]=[C:5]([O:9][CH3:10])[C:4]=1[CH:11]([NH:20]S(C(C)(C)C)=O)[CH2:12][CH:13]([CH3:19])[C:14]([O:16][CH2:17][CH3:18])=[O:15].Cl.O1CCOCC1, predict the reaction product. The product is: [NH2:20][CH:11]([C:4]1[C:5]([O:9][CH3:10])=[CH:6][CH:7]=[CH:8][C:3]=1[O:2][CH3:1])[CH2:12][CH:13]([CH3:19])[C:14]([O:16][CH2:17][CH3:18])=[O:15]. (2) Given the reactants [CH:1]1([CH2:4][C:5]#[N:6])[CH2:3][CH2:2]1.[Li+].CC([N-][CH:12]([CH3:14])C)C.[O:15](OC)OC, predict the reaction product. The product is: [CH:1]1([CH:4]([C:12](=[O:15])[CH3:14])[C:5]#[N:6])[CH2:3][CH2:2]1. (3) The product is: [N+:13]([C:16]1[CH:17]=[CH:18][C:10]([CH2:9][NH:8][C:6](=[O:7])[NH:3][CH2:2][C:1]2[CH:33]=[CH:32][C:28]([C:29]([OH:31])=[O:30])=[CH:27][CH:26]=2)=[CH:22][CH:23]=1)([O-:15])=[O:14]. Given the reactants [CH:1]1N=C[N:3]([C:6]([N:8]2C=N[CH:10]=[CH:9]2)=[O:7])[CH:2]=1.[N+:13]([C:16]1[CH:23]=[CH:22]C(CN)=[CH:18][CH:17]=1)([O-:15])=[O:14].NC1[CH:33]=[CH:32][C:28]([C:29]([OH:31])=[O:30])=[CH:27][CH:26]=1, predict the reaction product. (4) Given the reactants [C:1](Br)(=[O:9])[CH2:2][CH2:3][CH2:4][CH2:5][CH2:6][CH2:7][CH3:8].[O:11]=[C:12]([CH2:14][N:15]([C:17](=[NH:19])[NH2:18])[CH3:16])[OH:13].N1C=CC=CC=1.C(=O)=O, predict the reaction product. The product is: [CH3:16][N:15]([CH2:14][C:12]([OH:13])=[O:11])[C:17]([NH:19][C:1](=[O:9])[CH2:2][CH2:3][CH2:4][CH2:5][CH2:6][CH2:7][CH3:8])=[NH:18]. (5) The product is: [O:6]1[CH2:10][CH2:9][O:8][CH:7]1[C:11]1[C:12]([F:18])=[N:13][CH:14]=[CH:15][C:16]=1[C:20]([OH:19])([CH2:25][CH3:26])[C:21]([O:23][CH3:24])=[O:22]. Given the reactants C([Li])CCC.[O:6]1[CH2:10][CH2:9][O:8][CH:7]1[C:11]1[C:12]([F:18])=[N:13][CH:14]=[CH:15][C:16]=1I.[O:19]=[C:20]([CH2:25][CH3:26])[C:21]([O:23][CH3:24])=[O:22].O.C1COCC1, predict the reaction product.